Predict the reactants needed to synthesize the given product. From a dataset of Full USPTO retrosynthesis dataset with 1.9M reactions from patents (1976-2016). The reactants are: C([O:9][C:10]1[CH:27]=[CH:26][C:13]2[N:14]=[C:15]([NH:17][C:18]([C:20]3[CH:25]=[CH:24][CH:23]=[CH:22][CH:21]=3)=[O:19])[S:16][C:12]=2[CH:11]=1)(=O)C1C=CC=CC=1.[OH-].[Na+].O.Cl. Given the product [OH:9][C:10]1[CH:27]=[CH:26][C:13]2[N:14]=[C:15]([NH:17][C:18](=[O:19])[C:20]3[CH:25]=[CH:24][CH:23]=[CH:22][CH:21]=3)[S:16][C:12]=2[CH:11]=1, predict the reactants needed to synthesize it.